From a dataset of Peptide-MHC class II binding affinity with 134,281 pairs from IEDB. Regression. Given a peptide amino acid sequence and an MHC pseudo amino acid sequence, predict their binding affinity value. This is MHC class II binding data. The peptide sequence is DLQMVIAGAKSKFPR. The MHC is HLA-DPA10201-DPB10501 with pseudo-sequence HLA-DPA10201-DPB10501. The binding affinity (normalized) is 0.650.